This data is from hERG Central: cardiac toxicity at 1µM, 10µM, and general inhibition. The task is: Predict hERG channel inhibition at various concentrations. (1) The molecule is O=C(O)C(=O)O.O=C(c1ccccc1)c1ccc(OCCCN2CCCCC2)cc1. Results: hERG_inhib (hERG inhibition (general)): blocker. (2) Results: hERG_inhib (hERG inhibition (general)): blocker. The compound is CCOCCN1CCN(c2c(CC)c(C)nc3cc(-c4cc(OC)cc(OC)c4)nn23)CC1.